This data is from NCI-60 drug combinations with 297,098 pairs across 59 cell lines. The task is: Regression. Given two drug SMILES strings and cell line genomic features, predict the synergy score measuring deviation from expected non-interaction effect. (1) Drug 1: C1CCN(CC1)CCOC2=CC=C(C=C2)C(=O)C3=C(SC4=C3C=CC(=C4)O)C5=CC=C(C=C5)O. Drug 2: C1=CC=C(C(=C1)C(C2=CC=C(C=C2)Cl)C(Cl)Cl)Cl. Cell line: MALME-3M. Synergy scores: CSS=9.37, Synergy_ZIP=-0.325, Synergy_Bliss=8.06, Synergy_Loewe=5.44, Synergy_HSA=5.13. (2) Drug 1: C1C(C(OC1N2C=NC(=NC2=O)N)CO)O. Drug 2: CC1C(C(CC(O1)OC2CC(CC3=C2C(=C4C(=C3O)C(=O)C5=C(C4=O)C(=CC=C5)OC)O)(C(=O)CO)O)N)O.Cl. Cell line: BT-549. Synergy scores: CSS=47.0, Synergy_ZIP=-4.19, Synergy_Bliss=-7.98, Synergy_Loewe=-26.2, Synergy_HSA=-5.28. (3) Drug 1: CC1=C(C(=CC=C1)Cl)NC(=O)C2=CN=C(S2)NC3=CC(=NC(=N3)C)N4CCN(CC4)CCO. Drug 2: C1CNP(=O)(OC1)N(CCCl)CCCl. Cell line: T-47D. Synergy scores: CSS=-0.702, Synergy_ZIP=1.37, Synergy_Bliss=0.197, Synergy_Loewe=-1.49, Synergy_HSA=-3.42. (4) Drug 1: CNC(=O)C1=NC=CC(=C1)OC2=CC=C(C=C2)NC(=O)NC3=CC(=C(C=C3)Cl)C(F)(F)F. Drug 2: C#CCC(CC1=CN=C2C(=N1)C(=NC(=N2)N)N)C3=CC=C(C=C3)C(=O)NC(CCC(=O)O)C(=O)O. Cell line: A498. Synergy scores: CSS=0.569, Synergy_ZIP=-2.02, Synergy_Bliss=-2.36, Synergy_Loewe=-4.20, Synergy_HSA=-4.15. (5) Drug 1: C1CCC(C1)C(CC#N)N2C=C(C=N2)C3=C4C=CNC4=NC=N3. Drug 2: CCN(CC)CCNC(=O)C1=C(NC(=C1C)C=C2C3=C(C=CC(=C3)F)NC2=O)C. Cell line: SF-295. Synergy scores: CSS=3.32, Synergy_ZIP=-0.633, Synergy_Bliss=-0.119, Synergy_Loewe=0.443, Synergy_HSA=-0.236. (6) Drug 1: CC1CCC2CC(C(=CC=CC=CC(CC(C(=O)C(C(C(=CC(C(=O)CC(OC(=O)C3CCCCN3C(=O)C(=O)C1(O2)O)C(C)CC4CCC(C(C4)OC)O)C)C)O)OC)C)C)C)OC. Drug 2: C1=CN(C=N1)CC(O)(P(=O)(O)O)P(=O)(O)O. Cell line: SN12C. Synergy scores: CSS=18.7, Synergy_ZIP=-2.45, Synergy_Bliss=-2.11, Synergy_Loewe=-12.1, Synergy_HSA=-0.349. (7) Drug 1: CCN(CC)CCNC(=O)C1=C(NC(=C1C)C=C2C3=C(C=CC(=C3)F)NC2=O)C. Drug 2: CCCCC(=O)OCC(=O)C1(CC(C2=C(C1)C(=C3C(=C2O)C(=O)C4=C(C3=O)C=CC=C4OC)O)OC5CC(C(C(O5)C)O)NC(=O)C(F)(F)F)O. Cell line: HL-60(TB). Synergy scores: CSS=57.3, Synergy_ZIP=6.14, Synergy_Bliss=5.44, Synergy_Loewe=0.110, Synergy_HSA=6.05. (8) Drug 1: CN(CCCl)CCCl.Cl. Drug 2: CC12CCC3C(C1CCC2OP(=O)(O)O)CCC4=C3C=CC(=C4)OC(=O)N(CCCl)CCCl.[Na+]. Cell line: COLO 205. Synergy scores: CSS=21.1, Synergy_ZIP=-1.91, Synergy_Bliss=-2.36, Synergy_Loewe=-12.9, Synergy_HSA=-2.84.